Dataset: Peptide-MHC class I binding affinity with 185,985 pairs from IEDB/IMGT. Task: Regression. Given a peptide amino acid sequence and an MHC pseudo amino acid sequence, predict their binding affinity value. This is MHC class I binding data. (1) The peptide sequence is LLSEMLNKEY. The MHC is HLA-A30:01 with pseudo-sequence HLA-A30:01. The binding affinity (normalized) is 0.140. (2) The peptide sequence is SIISTFHLSI. The MHC is HLA-A02:01 with pseudo-sequence HLA-A02:01. The binding affinity (normalized) is 0.393.